This data is from Catalyst prediction with 721,799 reactions and 888 catalyst types from USPTO. The task is: Predict which catalyst facilitates the given reaction. (1) Reactant: [OH:1][C:2]1[CH:3]=[C:4]2[C:8](=[CH:9][CH:10]=1)[C:7](=[O:11])O[C:5]2=[O:12].Cl.[NH2:14][CH2:15][C:16]([O:18][CH3:19])=[O:17]. Product: [OH:1][C:2]1[CH:3]=[C:4]2[C:8](=[CH:9][CH:10]=1)[C:7](=[O:11])[N:14]([CH2:15][C:16]([O:18][CH3:19])=[O:17])[C:5]2=[O:12]. The catalyst class is: 11. (2) Reactant: [CH3:1][N:2]1[C:7](=[O:8])[C:6]2=[C:9]([S:23][CH2:24][CH2:25][CH2:26][C:27]#[N:28])[N:10]([CH2:12][C:13]3[C:22]4[C:17](=[CH:18][CH:19]=[CH:20][CH:21]=4)[CH:16]=[CH:15][CH:14]=3)[CH:11]=[C:5]2[N:4]([CH2:29][CH:30]([CH3:32])[CH3:31])[C:3]1=[O:33].C[Sn]([N:38]=[N+:39]=[N-:40])(C)C. Product: [NH:38]1[C:27]([CH2:26][CH2:25][CH2:24][S:23][C:9]2[N:10]([CH2:12][C:13]3[C:22]4[C:17](=[CH:18][CH:19]=[CH:20][CH:21]=4)[CH:16]=[CH:15][CH:14]=3)[CH:11]=[C:5]3[C:6]=2[C:7](=[O:8])[N:2]([CH3:1])[C:3](=[O:33])[N:4]3[CH2:29][CH:30]([CH3:31])[CH3:32])=[N:28][N:40]=[N:39]1. The catalyst class is: 11. (3) Reactant: [CH:1](/[C:5]1[CH:10]=[C:9]([O:11][CH3:12])[CH:8]=[C:7]([O:13][CH3:14])[CH:6]=1)=[CH:2]\[CH2:3][CH3:4]. Product: [CH2:1]([C:5]1[CH:10]=[C:9]([O:11][CH3:12])[CH:8]=[C:7]([O:13][CH3:14])[CH:6]=1)[CH2:2][CH2:3][CH3:4]. The catalyst class is: 29. (4) Reactant: C(OC([NH:8][C@@H:9]([CH2:13][C:14]1[CH:19]=[CH:18][C:17]([O:20][CH3:21])=[CH:16][CH:15]=1)[C:10]([OH:12])=[O:11])=O)(C)(C)C.S(=O)(=O)(O)O.[OH-].[Na+].[C:29](=O)([O-])O.[Na+]. Product: [NH2:8][C@@H:9]([CH2:13][C:14]1[CH:19]=[CH:18][C:17]([O:20][CH3:21])=[CH:16][CH:15]=1)[C:10]([O:12][CH3:29])=[O:11]. The catalyst class is: 5. (5) Reactant: [Br:1][C:2]1[CH:7]=[CH:6][C:5]([NH:8][C:9]2[CH:10]=[CH:11][C:12]([C:15]#[N:16])=[N:13][CH:14]=2)=[C:4]([Cl:17])[CH:3]=1.[H-].[Al+3].[Li+].[H-].[H-].[H-].O. Product: [NH2:16][CH2:15][C:12]1[N:13]=[CH:14][C:9]([NH:8][C:5]2[CH:6]=[CH:7][C:2]([Br:1])=[CH:3][C:4]=2[Cl:17])=[CH:10][CH:11]=1. The catalyst class is: 1. (6) Reactant: C([O:3][C:4](=[O:31])[CH2:5][C:6]1[N:14]2[C:9]([CH:10]=[C:11]([C:15]#[N:16])[CH:12]=[CH:13]2)=[C:8]([CH2:17][C:18]2[CH:23]=[CH:22][C:21]([S:24]([CH2:27][CH3:28])(=[O:26])=[O:25])=[C:20]([Cl:29])[CH:19]=2)[C:7]=1[CH3:30])C.C(O)C.[OH-].[Li+]. Product: [Cl:29][C:20]1[CH:19]=[C:18]([CH:23]=[CH:22][C:21]=1[S:24]([CH2:27][CH3:28])(=[O:25])=[O:26])[CH2:17][C:8]1[C:7]([CH3:30])=[C:6]([CH2:5][C:4]([OH:31])=[O:3])[N:14]2[C:9]=1[CH:10]=[C:11]([C:15]#[N:16])[CH:12]=[CH:13]2. The catalyst class is: 7. (7) Reactant: [CH2:1]([O:3][CH2:4][C:5]1[O:6][C:7]2[CH:13]=[CH:12][C:11]([OH:14])=[CH:10][C:8]=2[CH:9]=1)[CH3:2].[OH-].[Na+].[CH2:17]([CH:19]1[O:21][CH2:20]1)Cl. Product: [CH2:1]([O:3][CH2:4][C:5]1[O:6][C:7]2[CH:13]=[CH:12][C:11]([O:14][CH2:17][CH:19]3[CH2:20][O:21]3)=[CH:10][C:8]=2[CH:9]=1)[CH3:2]. The catalyst class is: 6. (8) Reactant: [H-].[Na+].[Cl:3][C:4]1[NH:8][C:7]2[CH:9]=[CH:10][CH:11]=[CH:12][C:6]=2[N:5]=1.Cl[CH2:14][O:15][CH2:16][CH2:17][Si:18]([CH3:21])([CH3:20])[CH3:19]. Product: [Cl:3][C:4]1[N:8]([CH2:14][O:15][CH2:16][CH2:17][Si:18]([CH3:21])([CH3:20])[CH3:19])[C:7]2[CH:9]=[CH:10][CH:11]=[CH:12][C:6]=2[N:5]=1. The catalyst class is: 3.